Dataset: Reaction yield outcomes from USPTO patents with 853,638 reactions. Task: Predict the reaction yield, written as a fraction of the theoretical maximum amount of product (1.0 means a 100% yield; for example, 0.34 means a 34% yield). (1) The reactants are [F:1][C:2]([F:14])([F:13])[C:3]1[CH:12]=[CH:11][C:6]2[N:7]=[C:8]([NH2:10])[S:9][C:5]=2[CH:4]=1.[F:15][C:16]([F:27])([F:26])[C:17]1[CH:18]=[C:19]([CH:23]=[CH:24][CH:25]=1)[C:20](Cl)=[O:21].C[O:29][C:30]1[CH:39]=CC2N=C(N)SC=2C=1.ClC1C=C(C=CC=1)C(Cl)=[O:45]. No catalyst specified. The product is [F:14][C:2]([F:1])([F:13])[C:3]1[CH:12]=[CH:11][C:6]2[N:7]([CH2:39][C:30]([OH:29])=[O:45])[C:8](=[N:10][C:20](=[O:21])[C:19]3[CH:23]=[CH:24][CH:25]=[C:17]([C:16]([F:27])([F:26])[F:15])[CH:18]=3)[S:9][C:5]=2[CH:4]=1. The yield is 0.0800. (2) The reactants are FC(F)(F)S(O[C:7]1[N:12]=[N:11][C:10]2[O:13][CH2:14][CH2:15][CH2:16][C:9]=2[CH:8]=1)(=O)=O.C(=O)([O-])[O-].[K+].[K+].O.[CH:26](B1OB(C=C)OB(C=C)O1)=[CH2:27]. The product is [CH:26]([C:7]1[N:12]=[N:11][C:10]2[O:13][CH2:14][CH2:15][CH2:16][C:9]=2[CH:8]=1)=[CH2:27]. The catalyst is COCCOC.C1C=CC([P]([Pd]([P](C2C=CC=CC=2)(C2C=CC=CC=2)C2C=CC=CC=2)([P](C2C=CC=CC=2)(C2C=CC=CC=2)C2C=CC=CC=2)[P](C2C=CC=CC=2)(C2C=CC=CC=2)C2C=CC=CC=2)(C2C=CC=CC=2)C2C=CC=CC=2)=CC=1. The yield is 0.770. (3) The reactants are C([O:5][P:6]([O:40]C(C)(C)C)([O:8][CH2:9][O:10][C:11](=[O:39])[N:12]([C:36](=[O:38])[CH3:37])[CH2:13][C@@H:14]1[O:18][C:17](=[O:19])[N:16]([C:20]2[CH:25]=[CH:24][C:23]([N:26]3[CH2:33][C:32]4[C:28](=[N:29][N:30]([CH3:34])[CH:31]=4)[CH2:27]3)=[C:22]([F:35])[CH:21]=2)[CH2:15]1)=[O:7])(C)(C)C.Cl.C(OCC)C. The catalyst is ClCCl. The product is [P:6]([O:8][CH2:9][O:10][C:11](=[O:39])[N:12]([C:36](=[O:38])[CH3:37])[CH2:13][C@@H:14]1[O:18][C:17](=[O:19])[N:16]([C:20]2[CH:25]=[CH:24][C:23]([N:26]3[CH2:33][C:32]4[C:28](=[N:29][N:30]([CH3:34])[CH:31]=4)[CH2:27]3)=[C:22]([F:35])[CH:21]=2)[CH2:15]1)([OH:7])([OH:40])=[O:5]. The yield is 0.700. (4) The reactants are [S-2].[Na+].[Na+].C(=O)(O)[O-].[Na+].[N+:9]([C:12]1[C:21]2[C:16](=[C:17]([N+:22]([O-])=O)[CH:18]=[CH:19][CH:20]=2)[CH:15]=[CH:14][CH:13]=1)([O-:11])=[O:10]. The catalyst is O.CO. The product is [N+:9]([C:12]1[CH:13]=[CH:14][CH:15]=[C:16]2[C:21]=1[CH:20]=[CH:19][CH:18]=[C:17]2[NH2:22])([O-:11])=[O:10]. The yield is 0.420. (5) The reactants are [NH2:1][C:2]1[CH:3]=[C:4]([C@H:8]([N:15]([CH3:27])[C:16](=[O:26])[CH2:17][C:18]2[CH:23]=[CH:22][C:21]([Cl:24])=[C:20]([Cl:25])[CH:19]=2)[CH2:9][N:10]2[CH2:14][CH2:13][CH2:12][CH2:11]2)[CH:5]=[CH:6][CH:7]=1.N1C=CC=CC=1.[CH3:34][O:35][CH2:36][CH2:37][O:38][CH2:39][CH2:40][S:41](Cl)(=[O:43])=[O:42]. The catalyst is ClCCl. The product is [Cl:25][C:20]1[CH:19]=[C:18]([CH2:17][C:16]([N:15]([C@@H:8]([C:4]2[CH:5]=[CH:6][CH:7]=[C:2]([NH:1][S:41]([CH2:40][CH2:39][O:38][CH2:37][CH2:36][O:35][CH3:34])(=[O:43])=[O:42])[CH:3]=2)[CH2:9][N:10]2[CH2:11][CH2:12][CH2:13][CH2:14]2)[CH3:27])=[O:26])[CH:23]=[CH:22][C:21]=1[Cl:24]. The yield is 0.420. (6) The reactants are [CH2:1]([N:8]1CCN(C2SC(C(O)=O)=C(C)N=2)C1=O)[C:2]1[CH:7]=[CH:6][CH:5]=[CH:4][CH:3]=1.[CH3:23][C:24]1[N:25]=[C:26]([N:32]2[CH2:36][CH2:35][N:34]([CH2:37][C:38]3[CH:43]=[CH:42][C:41]([O:44][C:45]([F:48])([F:47])[F:46])=[CH:40][CH:39]=3)[C:33]2=[O:49])[S:27][C:28]=1[C:29]([OH:31])=O.C(N)C1C=CC=CC=1. No catalyst specified. The product is [CH2:1]([NH:8][C:29]([C:28]1[S:27][C:26]([N:32]2[CH2:36][CH2:35][N:34]([CH2:37][C:38]3[CH:39]=[CH:40][C:41]([O:44][C:45]([F:47])([F:46])[F:48])=[CH:42][CH:43]=3)[C:33]2=[O:49])=[N:25][C:24]=1[CH3:23])=[O:31])[C:2]1[CH:7]=[CH:6][CH:5]=[CH:4][CH:3]=1. The yield is 0.540. (7) The reactants are [Cl-].O[NH3+:3].[C:4](=[O:7])([O-])[OH:5].[Na+].CS(C)=O.[CH2:13]([C:17]1[N:18]=[C:19]([CH2:45][CH3:46])[N:20]([C:39]2[CH:44]=[CH:43][CH:42]=[CH:41][CH:40]=2)[C:21](=[O:38])[C:22]=1[CH2:23][C:24]1[CH:29]=[CH:28][C:27]([C:30]2[C:31]([C:36]#[N:37])=[CH:32][CH:33]=[CH:34][CH:35]=2)=[CH:26][CH:25]=1)[CH2:14][CH2:15][CH3:16]. The catalyst is C(OCC)(=O)C. The product is [CH2:13]([C:17]1[N:18]=[C:19]([CH2:45][CH3:46])[N:20]([C:39]2[CH:44]=[CH:43][CH:42]=[CH:41][CH:40]=2)[C:21](=[O:38])[C:22]=1[CH2:23][C:24]1[CH:29]=[CH:28][C:27]([C:30]2[CH:35]=[CH:34][CH:33]=[CH:32][C:31]=2[C:36]2[NH:3][C:4](=[O:7])[O:5][N:37]=2)=[CH:26][CH:25]=1)[CH2:14][CH2:15][CH3:16]. The yield is 0.600.